This data is from Full USPTO retrosynthesis dataset with 1.9M reactions from patents (1976-2016). The task is: Predict the reactants needed to synthesize the given product. The reactants are: Cl[CH2:2][C:3]([O:5][C:6]([CH3:18])([CH2:8][CH2:9][C:10]([O:13][C:14](=[O:17])[CH2:15]Cl)([CH3:12])[CH3:11])[CH3:7])=[O:4].[CH2:19]([CH2:21][NH2:22])[OH:20]. Given the product [OH:20][CH2:19][CH2:21][NH:22][CH2:2][C:3]([O:5][C:6]([CH3:18])([CH2:8][CH2:9][C:10]([O:13][C:14](=[O:17])[CH2:15][NH:22][CH2:21][CH2:19][OH:20])([CH3:12])[CH3:11])[CH3:7])=[O:4], predict the reactants needed to synthesize it.